This data is from Reaction yield outcomes from USPTO patents with 853,638 reactions. The task is: Predict the reaction yield, written as a fraction of the theoretical maximum amount of product (1.0 means a 100% yield; for example, 0.34 means a 34% yield). The reactants are [Cl:1][C:2]1[CH:7]=[C:6](Cl)[C:5]([N+:9]([O-:11])=[O:10])=[CH:4][N:3]=1.C(N(C(C)C)CC)(C)C.[C:21]([O:25][C:26]([N:28]1[CH2:33][CH2:32][CH:31]([CH2:34][NH2:35])[CH2:30][CH2:29]1)=[O:27])([CH3:24])([CH3:23])[CH3:22]. The catalyst is CCO.CC(N(C)C)=O. The product is [C:21]([O:25][C:26]([N:28]1[CH2:33][CH2:32][CH:31]([CH2:34][NH:35][C:6]2[C:5]([N+:9]([O-:11])=[O:10])=[CH:4][N:3]=[C:2]([Cl:1])[CH:7]=2)[CH2:30][CH2:29]1)=[O:27])([CH3:24])([CH3:23])[CH3:22]. The yield is 0.810.